This data is from Catalyst prediction with 721,799 reactions and 888 catalyst types from USPTO. The task is: Predict which catalyst facilitates the given reaction. Reactant: [N:1]([CH:4]1[CH:9]([C:10]2[CH:15]=[C:14]([F:16])[C:13]([F:17])=[CH:12][C:11]=2[F:18])[CH2:8][CH2:7][C:6]([O:19][Si:20]([CH:27]([CH3:29])[CH3:28])([CH:24]([CH3:26])[CH3:25])[CH:21]([CH3:23])[CH3:22])=[CH:5]1)=[N+]=[N-].[H-].[Al+3].[Li+].[H-].[H-].[H-].[H-].[Cl-].[NH4+]. Product: [F:18][C:11]1[CH:12]=[C:13]([F:17])[C:14]([F:16])=[CH:15][C:10]=1[C@H:9]1[C@H:4]([NH2:1])[CH:5]=[C:6]([O:19][Si:20]([CH:24]([CH3:26])[CH3:25])([CH:27]([CH3:29])[CH3:28])[CH:21]([CH3:22])[CH3:23])[CH2:7][CH2:8]1. The catalyst class is: 28.